This data is from Merck oncology drug combination screen with 23,052 pairs across 39 cell lines. The task is: Regression. Given two drug SMILES strings and cell line genomic features, predict the synergy score measuring deviation from expected non-interaction effect. Drug 1: CN1C(=O)C=CC2(C)C3CCC4(C)C(NC(=O)OCC(F)(F)F)CCC4C3CCC12. Drug 2: CS(=O)(=O)CCNCc1ccc(-c2ccc3ncnc(Nc4ccc(OCc5cccc(F)c5)c(Cl)c4)c3c2)o1. Cell line: SKMES1. Synergy scores: synergy=15.3.